This data is from NCI-60 drug combinations with 297,098 pairs across 59 cell lines. The task is: Regression. Given two drug SMILES strings and cell line genomic features, predict the synergy score measuring deviation from expected non-interaction effect. Drug 2: CC(C1=C(C=CC(=C1Cl)F)Cl)OC2=C(N=CC(=C2)C3=CN(N=C3)C4CCNCC4)N. Drug 1: CN(C)C1=NC(=NC(=N1)N(C)C)N(C)C. Synergy scores: CSS=-7.19, Synergy_ZIP=2.46, Synergy_Bliss=-0.507, Synergy_Loewe=-4.25, Synergy_HSA=-4.77. Cell line: T-47D.